This data is from Reaction yield outcomes from USPTO patents with 853,638 reactions. The task is: Predict the reaction yield, written as a fraction of the theoretical maximum amount of product (1.0 means a 100% yield; for example, 0.34 means a 34% yield). (1) The reactants are [CH2:1]([O:4][C:5]1([CH3:46])[CH2:10][CH2:9][N:8]([C:11]2[N:16]3[N:17]=[C:18]([CH2:20][O:21][CH2:22][C:23]4[CH:28]=[CH:27][C:26]([C:29]([F:32])([F:31])[F:30])=[CH:25][C:24]=4Br)[CH:19]=[C:15]3[N:14]=[C:13]([CH3:34])[C:12]=2[C@H:35]([O:41][C:42]([CH3:45])([CH3:44])[CH3:43])[C:36]([O:38][CH2:39][CH3:40])=[O:37])[CH2:7][CH2:6]1)[CH:2]=[CH2:3].C(N(CC)CC)C.C1(P(C2C=CC=CC=2)C2C=CC=CC=2)C=CC=CC=1. The catalyst is C1C=CC(/C=C/C(/C=C/C2C=CC=CC=2)=O)=CC=1.C1C=CC(/C=C/C(/C=C/C2C=CC=CC=2)=O)=CC=1.C1C=CC(/C=C/C(/C=C/C2C=CC=CC=2)=O)=CC=1.[Pd].[Pd].C(#N)C. The product is [C:42]([O:41][C@@H:35]([C:12]1[C:13]([CH3:34])=[N:14][C:15]2=[CH:19][C:18]3=[N:17][N:16]2[C:11]=1[N:8]1[CH2:7][CH2:6][C:5]([CH3:46])([O:4][CH2:1][CH:2]=[CH:3][C:24]2[CH:25]=[C:26]([C:29]([F:32])([F:31])[F:30])[CH:27]=[CH:28][C:23]=2[CH2:22][O:21][CH2:20]3)[CH2:10][CH2:9]1)[C:36]([O:38][CH2:39][CH3:40])=[O:37])([CH3:45])([CH3:43])[CH3:44]. The yield is 0.629. (2) The catalyst is CCOCC. The product is [Cl:15][N:9]1[CH2:8][CH:7]2[CH:11]([CH2:12][CH:4]3[O:3][C:2]([CH3:14])([CH3:1])[O:13][CH:5]3[CH2:6]2)[CH2:10]1. The yield is 0.950. The reactants are [CH3:1][C:2]1([CH3:14])[O:13][CH:5]2[CH2:6][CH:7]3[CH:11]([CH2:12][CH:4]2[O:3]1)[CH2:10][NH:9][CH2:8]3.[Cl:15]N1C(=O)CCC1=O. (3) The reactants are [N+:1]([C:4]1[CH:12]=[C:11]2[C:7]([C:8]([C:13]#[N:14])=[CH:9][NH:10]2)=[CH:6][CH:5]=1)([O-])=O. The catalyst is CCO.[Pd]. The product is [NH2:1][C:4]1[CH:12]=[C:11]2[C:7]([C:8]([C:13]#[N:14])=[CH:9][NH:10]2)=[CH:6][CH:5]=1. The yield is 0.990. (4) The reactants are Br[C:2]1[CH:3]=[N:4][N:5]([CH2:7][CH2:8][N:9]([CH2:17][CH2:18][O:19][CH3:20])[C:10](=[O:16])[O:11][C:12]([CH3:15])([CH3:14])[CH3:13])[CH:6]=1.[B:21]1([B:21]2[O:25][C:24]([CH3:27])([CH3:26])[C:23]([CH3:29])([CH3:28])[O:22]2)[O:25][C:24]([CH3:27])([CH3:26])[C:23]([CH3:29])([CH3:28])[O:22]1.C(O[K])(C)=O. The catalyst is C1COCC1.C(Cl)Cl.C1C=CC([P]([Pd]([P](C2C=CC=CC=2)(C2C=CC=CC=2)C2C=CC=CC=2)([P](C2C=CC=CC=2)(C2C=CC=CC=2)C2C=CC=CC=2)[P](C2C=CC=CC=2)(C2C=CC=CC=2)C2C=CC=CC=2)(C2C=CC=CC=2)C2C=CC=CC=2)=CC=1. The product is [CH3:20][O:19][CH2:18][CH2:17][N:9]([CH2:8][CH2:7][N:5]1[CH:6]=[C:2]([B:21]2[O:25][C:24]([CH3:27])([CH3:26])[C:23]([CH3:29])([CH3:28])[O:22]2)[CH:3]=[N:4]1)[C:10](=[O:16])[O:11][C:12]([CH3:15])([CH3:14])[CH3:13]. The yield is 1.00.